This data is from Full USPTO retrosynthesis dataset with 1.9M reactions from patents (1976-2016). The task is: Predict the reactants needed to synthesize the given product. (1) Given the product [Br:1][CH2:2][CH2:3][O:4][CH:6]1[CH2:7][CH2:8][CH2:9][CH2:10][O:5]1, predict the reactants needed to synthesize it. The reactants are: [Br:1][CH2:2][CH2:3][OH:4].[O:5]1[CH:10]=[CH:9][CH2:8][CH2:7][CH2:6]1. (2) Given the product [CH3:17][N:18]([CH3:50])[C:19]1[CH:20]=[C:21]2[C:26](=[CH:27][CH:28]=1)[C:25](=[O:29])[N:24]([C:30]1[CH:40]=[CH:39][CH:38]=[C:37]([C:2]3[CH:3]=[C:4]([NH:10][C:11]4[CH:15]=[CH:14][N:13]([CH3:16])[N:12]=4)[C:5](=[O:9])[N:6]([CH3:8])[CH:7]=3)[C:31]=1[CH2:32][OH:33])[CH:23]=[CH:22]2, predict the reactants needed to synthesize it. The reactants are: Br[C:2]1[CH:3]=[C:4]([NH:10][C:11]2[CH:15]=[CH:14][N:13]([CH3:16])[N:12]=2)[C:5](=[O:9])[N:6]([CH3:8])[CH:7]=1.[CH3:17][N:18]([CH3:50])[C:19]1[CH:20]=[C:21]2[C:26](=[CH:27][CH:28]=1)[C:25](=[O:29])[N:24]([C:30]1[CH:40]=[CH:39][CH:38]=[C:37](B3OC(C)(C)C(C)(C)O3)[C:31]=1[CH2:32][O:33]C(=O)C)[CH:23]=[CH:22]2.C(=O)([O-])[O-].[Na+].[Na+].[OH-].[Li+]. (3) Given the product [NH2:15][C:16]1[CH:17]=[C:18]([CH:19]=[CH:20][C:21]=1[F:22])[O:23][C:2]1[CH:3]=[CH:4][C:5]2[N:6]([CH:8]=[C:9]([NH:11][C:12](=[O:14])[CH3:13])[N:10]=2)[N:7]=1, predict the reactants needed to synthesize it. The reactants are: I[C:2]1[CH:3]=[CH:4][C:5]2[N:6]([CH:8]=[C:9]([NH:11][C:12](=[O:14])[CH3:13])[N:10]=2)[N:7]=1.[NH2:15][C:16]1[CH:17]=[C:18]([OH:23])[CH:19]=[CH:20][C:21]=1[F:22].C(=O)([O-])[O-].[K+].[K+].O. (4) Given the product [CH3:2][N:3]1[C:8]([CH3:10])([CH3:9])[CH2:7][C:6](=[N:15][OH:16])[CH2:5][C:4]1([CH3:13])[CH3:12], predict the reactants needed to synthesize it. The reactants are: I.[CH3:2][N:3]1[C:8]([CH3:10])([CH3:9])[CH2:7][C:6](=O)[CH2:5][C:4]1([CH3:13])[CH3:12].Cl.[NH2:15][OH:16].[OH-].[Na+]. (5) Given the product [OH:1][C:2]1[C:8]([F:9])=[C:7]([F:10])[CH:6]=[CH:5][C:3]=1[NH:4][C:19]([NH:18][C:13]1[CH:14]=[CH:15][CH:16]=[CH:17][C:12]=1[Br:11])=[O:20], predict the reactants needed to synthesize it. The reactants are: [OH:1][C:2]1[C:8]([F:9])=[C:7]([F:10])[CH:6]=[CH:5][C:3]=1[NH2:4].[Br:11][C:12]1[CH:17]=[CH:16][CH:15]=[CH:14][C:13]=1[N:18]=[C:19]=[O:20].